From a dataset of Merck oncology drug combination screen with 23,052 pairs across 39 cell lines. Regression. Given two drug SMILES strings and cell line genomic features, predict the synergy score measuring deviation from expected non-interaction effect. (1) Drug 1: CS(=O)(=O)CCNCc1ccc(-c2ccc3ncnc(Nc4ccc(OCc5cccc(F)c5)c(Cl)c4)c3c2)o1. Drug 2: CC1(c2nc3c(C(N)=O)cccc3[nH]2)CCCN1. Cell line: SW620. Synergy scores: synergy=-9.00. (2) Drug 1: CC(=O)OC1C(=O)C2(C)C(O)CC3OCC3(OC(C)=O)C2C(OC(=O)c2ccccc2)C2(O)CC(OC(=O)C(O)C(NC(=O)c3ccccc3)c3ccccc3)C(C)=C1C2(C)C. Drug 2: O=C(O)C1(Cc2cccc(Nc3nccs3)n2)CCC(Oc2cccc(Cl)c2F)CC1. Cell line: A2058. Synergy scores: synergy=23.7. (3) Drug 1: Cn1nnc2c(C(N)=O)ncn2c1=O. Drug 2: COC1CC2CCC(C)C(O)(O2)C(=O)C(=O)N2CCCCC2C(=O)OC(C(C)CC2CCC(OP(C)(C)=O)C(OC)C2)CC(=O)C(C)C=C(C)C(O)C(OC)C(=O)C(C)CC(C)C=CC=CC=C1C. Cell line: ZR751. Synergy scores: synergy=2.41. (4) Cell line: LNCAP. Synergy scores: synergy=60.5. Drug 2: Cc1nc(Nc2ncc(C(=O)Nc3c(C)cccc3Cl)s2)cc(N2CCN(CCO)CC2)n1. Drug 1: CN1C(=O)C=CC2(C)C3CCC4(C)C(NC(=O)OCC(F)(F)F)CCC4C3CCC12. (5) Drug 2: N.N.O=C(O)C1(C(=O)O)CCC1.[Pt]. Synergy scores: synergy=4.49. Cell line: CAOV3. Drug 1: O=S1(=O)NC2(CN1CC(F)(F)F)C1CCC2Cc2cc(C=CCN3CCC(C(F)(F)F)CC3)ccc2C1.